This data is from Reaction yield outcomes from USPTO patents with 853,638 reactions. The task is: Predict the reaction yield, written as a fraction of the theoretical maximum amount of product (1.0 means a 100% yield; for example, 0.34 means a 34% yield). (1) The yield is 0.620. The product is [Br:24][C:2]1[S:1][C:5]2[C:6]3[CH:14]=[CH:13][C:12]([C:15]#[N:16])=[CH:11][C:7]=3[O:8][CH2:9][CH2:10][C:4]=2[CH:3]=1. The reactants are [S:1]1[C:5]2[C:6]3[CH:14]=[CH:13][C:12]([C:15]#[N:16])=[CH:11][C:7]=3[O:8][CH2:9][CH2:10][C:4]=2[CH:3]=[CH:2]1.C1C(=O)N([Br:24])C(=O)C1. The catalyst is CN(C=O)C.CCOC(C)=O. (2) The reactants are [Cl:1][C:2]1[C:3]([CH:23]([S:32]([C:35]2[CH:40]=[CH:39][C:38]([Cl:41])=[CH:37][CH:36]=2)(=[O:34])=[O:33])[C:24]2[CH:29]=[C:28]([F:30])[CH:27]=[CH:26][C:25]=2[F:31])=[CH:4][C:5]([N:8]2[CH2:13][CH2:12][O:11][CH:10]([CH2:14][NH:15]C(=O)OC(C)(C)C)[CH2:9]2)=[N:6][CH:7]=1.C1(OC)C=CC=CC=1.FC(F)(F)C(O)=O. The catalyst is C(Cl)Cl. The product is [NH2:15][CH2:14][CH:10]1[O:11][CH2:12][CH2:13][N:8]([C:5]2[CH:4]=[C:3]([CH:23]([S:32]([C:35]3[CH:40]=[CH:39][C:38]([Cl:41])=[CH:37][CH:36]=3)(=[O:33])=[O:34])[C:24]3[CH:29]=[C:28]([F:30])[CH:27]=[CH:26][C:25]=3[F:31])[C:2]([Cl:1])=[CH:7][N:6]=2)[CH2:9]1. The yield is 0.670. (3) The reactants are [OH:1][C:2]1[CH:3]=[C:4]([CH:10]2[CH2:14][NH:13][C:12](=[O:15])[CH2:11]2)[CH:5]=[CH:6][C:7]=1[O:8][CH3:9].[C:16]1([CH2:22][CH2:23][CH2:24]Br)[CH:21]=[CH:20][CH:19]=[CH:18][CH:17]=1.C(=O)([O-])[O-].[K+].[K+]. The catalyst is CN(C)C=O. The product is [C:16]1([CH2:22][CH2:23][CH2:24][O:1][C:2]2[CH:3]=[C:4]([CH:10]3[CH2:14][NH:13][C:12](=[O:15])[CH2:11]3)[CH:5]=[CH:6][C:7]=2[O:8][CH3:9])[CH:21]=[CH:20][CH:19]=[CH:18][CH:17]=1. The yield is 0.720. (4) The reactants are [C:1]([N:4]1[C:13]2[C:8](=[CH:9][C:10](B3OC(C)(C)C(C)(C)O3)=[CH:11][CH:12]=2)[C@H:7]([NH:23][C:24](=[O:29])[O:25][CH:26]([CH3:28])[CH3:27])[CH2:6][C@@H:5]1[CH3:30])(=[O:3])[CH3:2].Cl[C:32]1[CH:37]=[CH:36][CH:35]=[CH:34][N:33]=1.C(=O)([O-])[O-].[K+].[K+]. The catalyst is C(O)C.C1(C)C=CC=CC=1.C1C=CC([P]([Pd]([P](C2C=CC=CC=2)(C2C=CC=CC=2)C2C=CC=CC=2)([P](C2C=CC=CC=2)(C2C=CC=CC=2)C2C=CC=CC=2)[P](C2C=CC=CC=2)(C2C=CC=CC=2)C2C=CC=CC=2)(C2C=CC=CC=2)C2C=CC=CC=2)=CC=1. The product is [C:1]([N:4]1[C:13]2[C:8](=[CH:9][C:10]([C:32]3[CH:37]=[CH:36][CH:35]=[CH:34][N:33]=3)=[CH:11][CH:12]=2)[C@H:7]([NH:23][C:24](=[O:29])[O:25][CH:26]([CH3:28])[CH3:27])[CH2:6][C@@H:5]1[CH3:30])(=[O:3])[CH3:2]. The yield is 0.340. (5) The yield is 0.860. The catalyst is N1C=CC=CC=1. The product is [F:16][C:10]1[CH:11]=[C:12]([I:15])[CH:13]=[CH:14][C:9]=1[NH:8][C:7]1[C:2]([NH:1][S:34]([CH:32]2[CH2:33][CH:31]2[CH2:30][O:29][CH2:22][C:23]2[CH:28]=[CH:27][CH:26]=[CH:25][CH:24]=2)(=[O:36])=[O:35])=[C:3]2[S:21][CH2:20][CH2:19][N:4]2[C:5](=[O:18])[C:6]=1[CH3:17]. The reactants are [NH2:1][C:2]1[C:7]([NH:8][C:9]2[CH:14]=[CH:13][C:12]([I:15])=[CH:11][C:10]=2[F:16])=[C:6]([CH3:17])[C:5](=[O:18])[N:4]2[CH2:19][CH2:20][S:21][C:3]=12.[CH2:22]([O:29][CH2:30][CH:31]1[CH2:33][CH:32]1[S:34](Cl)(=[O:36])=[O:35])[C:23]1[CH:28]=[CH:27][CH:26]=[CH:25][CH:24]=1.